Task: Predict the reactants needed to synthesize the given product.. Dataset: Full USPTO retrosynthesis dataset with 1.9M reactions from patents (1976-2016) (1) Given the product [F:1][C:2]1[CH:7]=[C:6]([F:8])[CH:5]=[CH:4][C:3]=1[C:9]1[C:13]([C:14]2[CH:15]=[CH:16][C:17]3[N:18]([C:20]([CH:23]([CH3:24])[CH3:25])=[N:21][N:22]=3)[N:19]=2)=[CH:12][N:11]([CH:26]2[CH2:30][CH2:29][N:28]([S:41]([CH3:40])(=[O:43])=[O:42])[CH2:27]2)[N:10]=1, predict the reactants needed to synthesize it. The reactants are: [F:1][C:2]1[CH:7]=[C:6]([F:8])[CH:5]=[CH:4][C:3]=1[C:9]1[C:13]([C:14]2[CH:15]=[CH:16][C:17]3[N:18]([C:20]([CH:23]([CH3:25])[CH3:24])=[N:21][N:22]=3)[N:19]=2)=[CH:12][N:11]([CH:26]2[CH2:30][CH2:29][NH:28][CH2:27]2)[N:10]=1.CCN(C(C)C)C(C)C.[CH3:40][S:41](Cl)(=[O:43])=[O:42]. (2) Given the product [Br:14][C:15]1[CH:16]=[C:17]([CH2:43][C:44]([OH:46])=[O:45])[CH:18]=[C:19]([Br:42])[C:20]=1[O:21][C:22]1[CH:27]=[C:26]([CH:28]([CH3:29])[CH3:30])[C:25]([O:31][CH3:32])=[CH:24][C:23]=1[CH:33]([O:8][C:5]1[CH:6]=[CH:7][C:2]([F:1])=[CH:3][CH:4]=1)[C:34]1[CH:39]=[CH:38][CH:37]=[C:36]([CH3:40])[CH:35]=1, predict the reactants needed to synthesize it. The reactants are: [F:1][C:2]1[CH:7]=[CH:6][C:5]([OH:8])=[CH:4][CH:3]=1.O.O.[Sn](Cl)Cl.[Br:14][C:15]1[CH:16]=[C:17]([CH2:43][C:44]([OH:46])=[O:45])[CH:18]=[C:19]([Br:42])[C:20]=1[O:21][C:22]1[CH:27]=[C:26]([CH:28]([CH3:30])[CH3:29])[C:25]([O:31][CH3:32])=[CH:24][C:23]=1[CH:33](O)[C:34]1[CH:39]=[CH:38][CH:37]=[C:36]([CH3:40])[CH:35]=1.O.